This data is from Forward reaction prediction with 1.9M reactions from USPTO patents (1976-2016). The task is: Predict the product of the given reaction. (1) Given the reactants [CH3:1][C@H:2]1[C:9]([S:10][C@@H:11]2[CH2:15][NH:14][C@H:13]([C:16]([N:18]([CH3:20])[CH3:19])=[O:17])[CH2:12]2)=[C:8]([C:21]([OH:23])=[O:22])[N:7]2[C@H:3]1[C@@H:4]([C@H:24]([OH:26])[CH3:25])[C:5]2=[O:6].O.O.O, predict the reaction product. The product is: [CH3:1][C@H:2]1[C:9]([S:10][C@@H:11]2[CH2:15][NH:14][C@H:13]([C:16]([N:18]([CH3:19])[CH3:20])=[O:17])[CH2:12]2)=[C:8]([C:21]([OH:23])=[O:22])[N:7]2[C@H:3]1[C@@H:4]([C@H:24]([OH:26])[CH3:25])[C:5]2=[O:6]. (2) Given the reactants [C:1]([C:3]1[CH:11]=[CH:10][C:6]([C:7]([OH:9])=O)=[CH:5][C:4]=1[CH3:12])#[N:2].[N:13]1[CH:18]=[CH:17][CH:16]=[C:15]([CH2:19][N:20]2[C:26]3[CH:27]=[CH:28][CH:29]=[CH:30][C:25]=3[NH:24][CH2:23][CH2:22][CH2:21]2)[CH:14]=1, predict the reaction product. The product is: [C:1]([C:3]1[CH:11]=[CH:10][C:6]([C:7]([N:24]2[C:25]3[CH:30]=[CH:29][CH:28]=[CH:27][C:26]=3[N:20]([CH2:19][C:15]3[CH:14]=[N:13][CH:18]=[CH:17][CH:16]=3)[CH2:21][CH2:22][CH2:23]2)=[O:9])=[CH:5][C:4]=1[CH3:12])#[N:2]. (3) The product is: [NH:1]1[C:9]2[C:4](=[C:5]([C:14]3[N:19]=[C:18]([NH2:20])[N:17]=[C:16]([NH:21][CH3:22])[CH:15]=3)[CH:6]=[CH:7][CH:8]=2)[CH:3]=[CH:2]1. Given the reactants [NH:1]1[C:9]2[C:4](=[C:5](B(O)O)[CH:6]=[CH:7][CH:8]=2)[CH:3]=[CH:2]1.Cl[C:14]1[N:19]=[C:18]([NH2:20])[N:17]=[C:16]([NH:21][CH3:22])[CH:15]=1, predict the reaction product. (4) Given the reactants Br[C:2]1[CH:10]=[C:9]([CH2:11][O:12][CH2:13][C:14]2([C:27]3[CH:32]=[CH:31][CH:30]=[CH:29][CH:28]=3)[CH2:19][CH2:18][N:17]([C:20]([O:22][C:23]([CH3:26])([CH3:25])[CH3:24])=[O:21])[CH2:16][CH2:15]2)[C:8]2[C:4](=[CH:5][N:6]([CH2:33][O:34][CH2:35][CH2:36][Si:37]([CH3:40])([CH3:39])[CH3:38])[N:7]=2)[CH:3]=1.[CH3:41]B1OB(C)OB(C)O1.C(=O)([O-])[O-].[Na+].[Na+], predict the reaction product. The product is: [CH3:41][C:2]1[CH:10]=[C:9]([CH2:11][O:12][CH2:13][C:14]2([C:27]3[CH:28]=[CH:29][CH:30]=[CH:31][CH:32]=3)[CH2:19][CH2:18][N:17]([C:20]([O:22][C:23]([CH3:24])([CH3:26])[CH3:25])=[O:21])[CH2:16][CH2:15]2)[C:8]2[C:4](=[CH:5][N:6]([CH2:33][O:34][CH2:35][CH2:36][Si:37]([CH3:40])([CH3:39])[CH3:38])[N:7]=2)[CH:3]=1. (5) Given the reactants [C:1]([O:5][C:6](=[O:20])[NH:7][C:8]1[C:9]([CH3:19])=[N:10][N:11]2[C:15](Br)=[C:14]([S:17][CH3:18])[S:13][C:12]=12)([CH3:4])([CH3:3])[CH3:2].C1(C)C=CC=CC=1.[CH3:28][O:29][C:30]1[CH:35]=[C:34]([CH2:36][O:37][CH3:38])[CH:33]=[C:32]([O:39][CH3:40])[C:31]=1OB(O)O.C(=O)([O-])[O-].[Na+].[Na+], predict the reaction product. The product is: [C:1]([O:5][C:6](=[O:20])[NH:7][C:8]1[C:9]([CH3:19])=[N:10][N:11]2[C:15]([C:31]3[C:32]([O:39][CH3:40])=[CH:33][C:34]([CH2:36][O:37][CH3:38])=[CH:35][C:30]=3[O:29][CH3:28])=[C:14]([S:17][CH3:18])[S:13][C:12]=12)([CH3:4])([CH3:3])[CH3:2]. (6) Given the reactants [CH3:1][C:2]1[C:15]2[C:6](=[C:7]3[C:12](=[CH:13][CH:14]=2)[C:11]([CH3:16])=[CH:10][CH:9]=[N:8]3)[N:5]=[CH:4][CH:3]=1.[Li][CH3:18], predict the reaction product. The product is: [CH3:18][C:9]1[CH:10]=[C:11]([CH3:16])[C:12]2[C:7](=[C:6]3[C:15](=[CH:14][CH:13]=2)[C:2]([CH3:1])=[CH:3][CH:4]=[N:5]3)[N:8]=1. (7) Given the reactants [NH2:1][C@H:2]1[CH2:7][CH2:6][C@H:5]([NH:8][C:9]2[CH:10]=[C:11]([N:28]([CH:38]3[CH2:40][CH2:39]3)CC3C=CC(OC)=CC=3)[C:12]3[N:13]([C:15]([C:18]([NH:20][C:21]4[CH:26]=[CH:25][N:24]=[C:23]([F:27])[CH:22]=4)=[O:19])=[CH:16][N:17]=3)[N:14]=2)[CH2:4][CH2:3]1.CCN(C(C)C)C(C)C.Br[CH2:51][CH2:52][O:53][CH2:54][CH2:55]Br.C(O)(C(F)(F)F)=O, predict the reaction product. The product is: [CH:38]1([NH:28][C:11]2[C:12]3[N:13]([C:15]([C:18]([NH:20][C:21]4[CH:26]=[CH:25][N:24]=[C:23]([F:27])[CH:22]=4)=[O:19])=[CH:16][N:17]=3)[N:14]=[C:9]([NH:8][C@H:5]3[CH2:6][CH2:7][C@H:2]([N:1]4[CH2:55][CH2:54][O:53][CH2:52][CH2:51]4)[CH2:3][CH2:4]3)[CH:10]=2)[CH2:39][CH2:40]1. (8) Given the reactants Cl[C:2]1[CH:11]=[CH:10][C:9]2[C:4](=[CH:5][CH:6]=[C:7]([F:12])[CH:8]=2)[N:3]=1.[NH:13]1[CH2:18][CH2:17][NH:16][CH2:15][CH2:14]1.[C:19](=O)(O)[O-:20].[Na+], predict the reaction product. The product is: [F:12][C:7]1[CH:8]=[C:9]2[C:4](=[CH:5][CH:6]=1)[N:3]=[C:2]([N:13]1[CH2:18][CH2:17][N:16]([CH:19]=[O:20])[CH2:15][CH2:14]1)[CH:11]=[CH:10]2. (9) Given the reactants [O:1]1[CH2:5][C@H:4]([NH2:6])[C@H:3]2[O:7][CH2:8][C@H:9]([NH2:10])[C@@H:2]12.[O:11]([C:18]1[CH:19]=[C:20]([CH:33]=[CH:34][CH:35]=1)[C:21](ON1C2C=CC=CC=2N=N1)=[O:22])[C:12]1[CH:17]=[CH:16][CH:15]=[CH:14][CH:13]=1.C(OCC)(=O)C.Cl, predict the reaction product. The product is: [NH2:6][C@@H:4]1[C@H:3]2[O:7][CH2:8][C@H:9]([NH:10][C:21](=[O:22])[C:20]3[CH:33]=[CH:34][CH:35]=[C:18]([O:11][C:12]4[CH:13]=[CH:14][CH:15]=[CH:16][CH:17]=4)[CH:19]=3)[C@H:2]2[O:1][CH2:5]1. (10) Given the reactants [OH:1][C:2]([CH3:26])([CH3:25])[CH2:3][N:4]1[C:16]2[C:15]3[N:14]=[CH:13][CH:12]=[CH:11][C:10]=3[N:9]=[CH:8][C:7]=2[N:6]=[C:5]1[CH2:17][NH:18][C:19]([CH2:21][CH:22]1[CH2:24][CH2:23]1)=[O:20].C1C=C(Cl)C=C(C(OO)=O)C=1.[OH-].[NH4+:39].C1(C)C=CC(S(Cl)(=O)=O)=CC=1, predict the reaction product. The product is: [NH2:39][C:8]1[C:7]2[N:6]=[C:5]([CH2:17][NH:18][C:19]([CH2:21][CH:22]3[CH2:24][CH2:23]3)=[O:20])[N:4]([CH2:3][C:2]([OH:1])([CH3:26])[CH3:25])[C:16]=2[C:15]2[N:14]=[CH:13][CH:12]=[CH:11][C:10]=2[N:9]=1.